Dataset: Reaction yield outcomes from USPTO patents with 853,638 reactions. Task: Predict the reaction yield, written as a fraction of the theoretical maximum amount of product (1.0 means a 100% yield; for example, 0.34 means a 34% yield). (1) The reactants are C[C:2]1[C:3]([CH2:11][O:12][C:13]2[C:18]([CH:19]3[CH2:22][CH2:21][CH2:20]3)=[CH:17][CH:16]=[C:15]([C:23]3[CH:24]=[N:25][C:26]([NH2:29])=[CH:27][CH:28]=3)[C:14]=2[F:30])=[CH:4][CH:5]=[C:6]([CH:10]=1)[C:7]([O-:9])=[O:8].[OH-].[K+].C1COCC1. The catalyst is CO. The product is [NH2:29][C:26]1[N:25]=[CH:24][C:23]([C:15]2[C:14]([F:30])=[C:13]([C:18]([CH:19]3[CH2:20][CH2:21][CH2:22]3)=[CH:17][CH:16]=2)[O:12][CH2:11][C:3]2[CH:4]=[CH:5][C:6]([C:7]([OH:9])=[O:8])=[CH:10][CH:2]=2)=[CH:28][CH:27]=1. The yield is 0.920. (2) The reactants are Cl.[Cl:2][C:3]1[CH:4]=[C:5]([C:10]23[CH2:15][CH:14]2[CH2:13][NH:12][CH2:11]3)[CH:6]=[CH:7][C:8]=1[Cl:9].[OH-].[Na+].Br[CH2:19][CH3:20]. The catalyst is C(Cl)Cl. The product is [Cl:2][C:3]1[CH:4]=[C:5]([C:10]23[CH2:15][CH:14]2[CH2:13][N:12]([CH2:19][CH3:20])[CH2:11]3)[CH:6]=[CH:7][C:8]=1[Cl:9]. The yield is 0.660. (3) The reactants are Cl[C:2]1[N:7]=[C:6]([O:8][C:9]2[CH:14]=[CH:13][C:12]([O:15][CH3:16])=[CH:11][CH:10]=2)[C:5]([Cl:17])=[CH:4][N:3]=1.[S:18]([NH2:28])(=[O:27])([C:20]1[CH:25]=[CH:24][C:23]([NH2:26])=[CH:22][CH:21]=1)=[O:19]. The catalyst is CN1C(=O)CCC1. The product is [S:18]([C:20]1[CH:25]=[CH:24][C:23]([NH:26][C:2]2[N:7]=[C:6]([O:8][C:9]3[CH:14]=[CH:13][C:12]([O:15][CH3:16])=[CH:11][CH:10]=3)[C:5]([Cl:17])=[CH:4][N:3]=2)=[CH:22][CH:21]=1)(=[O:19])(=[O:27])[NH2:28]. The yield is 0.190. (4) The reactants are [CH2:1]([C:5]1[O:6][C:7]2[CH:13]=[CH:12][C:11]([NH:14][S:15]([CH3:18])(=[O:17])=[O:16])=[CH:10][C:8]=2[CH:9]=1)[CH2:2][CH2:3][CH3:4].[CH2:19]([N:23]([CH2:36][CH2:37][CH2:38][CH3:39])[CH2:24][CH2:25][CH2:26][O:27][C:28]1[CH:35]=[CH:34][C:31]([CH:32]=[O:33])=[CH:30][CH:29]=1)[CH2:20][CH2:21][CH3:22].O. The catalyst is FC(F)(F)C(O)=O. The product is [CH2:1]([C:5]1[O:6][C:7]2[CH:13]=[CH:12][C:11]([NH:14][S:15]([CH3:18])(=[O:16])=[O:17])=[CH:10][C:8]=2[C:9]=1[CH:32]([C:31]1[CH:30]=[CH:29][C:28]([O:27][CH2:26][CH2:25][CH2:24][N:23]([CH2:36][CH2:37][CH2:38][CH3:39])[CH2:19][CH2:20][CH2:21][CH3:22])=[CH:35][CH:34]=1)[OH:33])[CH2:2][CH2:3][CH3:4]. The yield is 0.330. (5) The reactants are [H-].[Na+].F[C:4]1[C:28]([F:29])=[CH:27][C:26]([I:30])=[CH:25][C:5]=1[C:6]([C:8]([C:20]([O:22][CH2:23][CH3:24])=[O:21])=[CH:9][NH:10][N:11]([CH3:19])[C:12]([O:14][C:15]([CH3:18])([CH3:17])[CH3:16])=[O:13])=[O:7]. The catalyst is CN(C)C=O.[Cl-].[Na+].O. The product is [C:15]([O:14][C:12]([N:11]([CH3:19])[N:10]1[C:4]2[C:5](=[CH:25][C:26]([I:30])=[CH:27][C:28]=2[F:29])[C:6](=[O:7])[C:8]([C:20]([O:22][CH2:23][CH3:24])=[O:21])=[CH:9]1)=[O:13])([CH3:18])([CH3:17])[CH3:16]. The yield is 0.900. (6) The reactants are [CH2:1]([C:5]1[O:6][C:7]2[CH:22]=[CH:21][CH:20]=[CH:19][C:8]=2[C:9]=1[CH2:10][NH:11][C:12]1[CH:17]=[CH:16][C:15]([OH:18])=[CH:14][CH:13]=1)[CH2:2][CH2:3][CH3:4].Cl[S:24]([C:27]1[CH:35]=[CH:34][C:30]([C:31]([OH:33])=[O:32])=[C:29]([OH:36])[CH:28]=1)(=[O:26])=[O:25]. No catalyst specified. The product is [CH2:1]([C:5]1[O:6][C:7]2[CH:22]=[CH:21][CH:20]=[CH:19][C:8]=2[C:9]=1[CH2:10][NH:11][C:12]1[CH:13]=[CH:14][C:15]([O:18][S:24]([C:27]2[CH:35]=[CH:34][C:30]([C:31]([OH:33])=[O:32])=[C:29]([OH:36])[CH:28]=2)(=[O:26])=[O:25])=[CH:16][CH:17]=1)[CH2:2][CH2:3][CH3:4]. The yield is 0.850.